Dataset: Peptide-MHC class I binding affinity with 185,985 pairs from IEDB/IMGT. Task: Regression. Given a peptide amino acid sequence and an MHC pseudo amino acid sequence, predict their binding affinity value. This is MHC class I binding data. (1) The peptide sequence is WFQRIPLQW. The MHC is HLA-B51:01 with pseudo-sequence HLA-B51:01. The binding affinity (normalized) is 0.0847. (2) The peptide sequence is QYDDLHKKF. The MHC is HLA-A11:01 with pseudo-sequence HLA-A11:01. The binding affinity (normalized) is 0.0847. (3) The peptide sequence is VQSVLRDISI. The MHC is HLA-A30:02 with pseudo-sequence HLA-A30:02. The binding affinity (normalized) is 0.0859.